This data is from Forward reaction prediction with 1.9M reactions from USPTO patents (1976-2016). The task is: Predict the product of the given reaction. (1) The product is: [F:10][C:11]1[CH:12]=[C:13]([CH:16]=[CH:17][CH:18]=1)[CH2:14][NH:15][C:4](=[O:5])[CH:3]([O:8][CH3:9])[O:2][CH3:1]. Given the reactants [CH3:1][O:2][CH:3]([O:8][CH3:9])[C:4](OC)=[O:5].[F:10][C:11]1[CH:12]=[C:13]([CH:16]=[CH:17][CH:18]=1)[CH2:14][NH2:15], predict the reaction product. (2) Given the reactants [CH3:1][O:2][C:3](=[O:33])/[CH:4]=[CH:5]/[C:6]1[CH:11]=[CH:10][C:9]([CH:12]2[CH2:16][CH2:15][CH2:14][N:13]2[CH2:17][CH2:18][C:19]2[C:27]3[C:22](=[CH:23][C:24]([NH2:28])=[CH:25][CH:26]=3)[NH:21][C:20]=2[C:29]([CH3:32])([CH3:31])[CH3:30])=[CH:8][CH:7]=1.[CH3:34][S:35](Cl)(=[O:37])=[O:36].C(N(CC)CC)C, predict the reaction product. The product is: [CH3:1][O:2][C:3](=[O:33])/[CH:4]=[CH:5]/[C:6]1[CH:11]=[CH:10][C:9]([CH:12]2[CH2:16][CH2:15][CH2:14][N:13]2[CH2:17][CH2:18][C:19]2[C:27]3[C:22](=[CH:23][C:24]([NH:28][S:35]([CH3:34])(=[O:37])=[O:36])=[CH:25][CH:26]=3)[NH:21][C:20]=2[C:29]([CH3:30])([CH3:32])[CH3:31])=[CH:8][CH:7]=1. (3) Given the reactants [OH:1][C@H:2]1[CH2:10][C:9]2[C:4](=[CH:5][CH:6]=[CH:7][CH:8]=2)[C@H:3]1[NH:11][C:12]([C:14]1[CH:18]=[C:17]([N+:19]([O-])=O)[NH:16][N:15]=1)=[O:13], predict the reaction product. The product is: [OH:1][C@H:2]1[CH2:10][C:9]2[C:4](=[CH:5][CH:6]=[CH:7][CH:8]=2)[C@H:3]1[NH:11][C:12]([C:14]1[CH:18]=[C:17]([NH2:19])[NH:16][N:15]=1)=[O:13]. (4) Given the reactants [Cl:1][C:2]1[C:3]([NH:15][C@@H:16]2[CH2:20][CH2:19][N:18](C(OC(C)(C)C)=O)[CH2:17]2)=[N:4][CH:5]=[C:6](/[CH:8]=[CH:9]/[C:10]([O:12][CH2:13][CH3:14])=[O:11])[CH:7]=1.[ClH:28], predict the reaction product. The product is: [ClH:1].[ClH:28].[Cl:1][C:2]1[CH:7]=[C:6](/[CH:8]=[CH:9]/[C:10]([O:12][CH2:13][CH3:14])=[O:11])[CH:5]=[N:4][C:3]=1[NH:15][C@@H:16]1[CH2:20][CH2:19][NH:18][CH2:17]1. (5) The product is: [CH3:28][O:27][CH2:26][O:25][C:13]1[CH:12]=[C:11]([O:10][C:9]2[CH:8]=[CH:7][C:6]([S:5][CH2:34][CH:36]3[CH2:37][O:38]3)=[CH:30][CH:29]=2)[CH:16]=[CH:15][C:14]=1[NH:17][C:18](=[O:24])[O:19][C:20]([CH3:21])([CH3:22])[CH3:23]. Given the reactants CN(C)C([S:5][C:6]1[CH:30]=[CH:29][C:9]([O:10][C:11]2[CH:16]=[CH:15][C:14]([NH:17][C:18](=[O:24])[O:19][C:20]([CH3:23])([CH3:22])[CH3:21])=[C:13]([O:25][CH2:26][O:27][CH3:28])[CH:12]=2)=[CH:8][CH:7]=1)=O.[OH-].[K+].[CH2:34]([CH:36]1[O:38][CH2:37]1)Cl, predict the reaction product. (6) Given the reactants [CH2:1]([OH:7])[CH2:2][O:3][CH2:4][CH2:5][OH:6].[Br:8][CH2:9][CH2:10][CH2:11][CH2:12][CH2:13][C:14]([OH:16])=O, predict the reaction product. The product is: [Br:8][CH2:9][CH2:10][CH2:11][CH2:12][CH2:13][C:14]([O:7][CH2:1][CH2:2][O:3][CH2:4][CH2:5][O:6][C:14](=[O:16])[CH2:13][CH2:12][CH2:11][CH2:10][CH2:9][Br:8])=[O:16].